Dataset: Reaction yield outcomes from USPTO patents with 853,638 reactions. Task: Predict the reaction yield, written as a fraction of the theoretical maximum amount of product (1.0 means a 100% yield; for example, 0.34 means a 34% yield). (1) The reactants are [F:1][C:2]1[C:3]([O:12][CH3:13])=[C:4]([CH:6]=[C:7]([F:11])[C:8]=1[O:9][CH3:10])[NH2:5].[C:14](Cl)(Cl)=[O:15]. The catalyst is CCOC(C)=O. The product is [F:11][C:7]1[CH:6]=[C:4]([N:5]=[C:14]=[O:15])[C:3]([O:12][CH3:13])=[C:2]([F:1])[C:8]=1[O:9][CH3:10]. The yield is 0.960. (2) The reactants are [Cl:1][C:2]1[N:7]=[C:6](Cl)[CH:5]=[C:4]([C:9]([F:12])([F:11])[F:10])[N:3]=1.[CH3:13][NH:14][C:15]1[CH:20]=[CH:19][C:18]([O:21][C:22]([F:25])([F:24])[F:23])=[CH:17][CH:16]=1.C(N(C(C)C)CC)(C)C. The catalyst is C1COCC1. The product is [Cl:1][C:2]1[N:7]=[C:6]([N:14]([CH3:13])[C:15]2[CH:20]=[CH:19][C:18]([O:21][C:22]([F:23])([F:24])[F:25])=[CH:17][CH:16]=2)[CH:5]=[C:4]([C:9]([F:12])([F:11])[F:10])[N:3]=1. The yield is 0.560. (3) The reactants are Cl.[CH3:2][C:3]1[C:11]2[C:6](=[CH:7][CH:8]=[CH:9][CH:10]=2)[NH:5][CH:4]=1.CN(C)C.B. The catalyst is O1CCOCC1. The product is [CH3:2][CH:3]1[C:11]2[C:6](=[CH:7][CH:8]=[CH:9][CH:10]=2)[NH:5][CH2:4]1. The yield is 0.940. (4) The reactants are C(O[BH-](OC(=O)C)OC(=O)C)(=O)C.[Na+].[CH3:15][CH2:16][O:17][C:18]([CH:20]1[CH2:24][CH2:23][CH:22]([CH:25]=O)[N:21]1[C:27]([O:29][C:30]([CH3:33])([CH3:32])[CH3:31])=[O:28])=[O:19].[C:34]([O:38][C:39](=[O:42])[CH2:40][NH2:41])([CH3:37])([CH3:36])[CH3:35]. The catalyst is ClCCl. The product is [CH3:15][CH2:16][O:17][C:18]([CH:20]1[CH2:24][CH2:23][CH:22]([CH2:25][NH:41][CH2:40][C:39]([O:38][C:34]([CH3:37])([CH3:36])[CH3:35])=[O:42])[N:21]1[C:27]([O:29][C:30]([CH3:33])([CH3:32])[CH3:31])=[O:28])=[O:19]. The yield is 0.470. (5) The product is [F:18][C:7]1[CH:9]=[C:3]([O:2][CH3:1])[CH:4]=[CH:5][C:6]=1[CH3:10]. The yield is 0.310. The reactants are [CH3:1][O:2][C:3]1[CH:4]=[CH:5][C:6]([CH3:10])=[C:7]([CH:9]=1)N.Cl.N([O-])=O.[Na+].[H+].[B-](F)(F)(F)[F:18]. The catalyst is O. (6) The reactants are [CH:1]12[CH2:14][CH:11]([CH2:12][CH2:13]1)[C:10]1[CH:9]=[C:8]3[N:3]([CH2:4][CH2:5][NH:6][C:7]3=[O:15])[C:2]2=1.Br[C:17]1[N:24]=[CH:23][CH:22]=[C:21]([Cl:25])[C:18]=1[CH:19]=[O:20].C([O-])(=O)C.[K+].CC1(C)C2C(=C(P(C3C=CC=CC=3)C3C=CC=CC=3)C=CC=2)OC2C(P(C3C=CC=CC=3)C3C=CC=CC=3)=CC=CC1=2. The catalyst is C1C=CC(/C=C/C(/C=C/C2C=CC=CC=2)=O)=CC=1.C1C=CC(/C=C/C(/C=C/C2C=CC=CC=2)=O)=CC=1.C1C=CC(/C=C/C(/C=C/C2C=CC=CC=2)=O)=CC=1.[Pd].[Pd].O1CCOCC1. The product is [Cl:25][C:21]1[CH:22]=[CH:23][N:24]=[C:17]([N:6]2[C:7](=[O:15])[C:8]3[N:3]([C:2]4[C@@H:1]5[CH2:14][C@H:11]([C:10]=4[CH:9]=3)[CH2:12][CH2:13]5)[CH2:4][CH2:5]2)[C:18]=1[CH:19]=[O:20]. The yield is 0.570. (7) The reactants are CCN(C(C)C)C(C)C.[C:10]([OH:18])(=O)[C:11]1[CH:16]=[CH:15][CH:14]=[CH:13][CH:12]=1.CCN=C=NCCCN(C)C.C1C=C[C:33]2[N:38](O)[N:37]=NC=2C=1.Cl.[NH2:41][CH2:42][C:43]([N:45]1[CH2:50][CH2:49][N:48]([C:51](=[O:62])[C:52]2[CH:57]=[CH:56][CH:55]=[CH:54][C:53]=2[C:58]([F:61])([F:60])[F:59])[CH2:47][CH2:46]1)=[O:44].Cl.[CH3:64][OH:65]. The catalyst is CN(C=O)C.O.O1CCOCC1. The product is [O:65]1[CH:33]=[N:38][N:37]=[C:64]1[C:14]1[CH:13]=[CH:12][C:11]([C:10]([NH:41][CH2:42][C:43](=[O:44])[N:45]2[CH2:46][CH2:47][N:48]([C:51](=[O:62])[C:52]3[CH:57]=[CH:56][CH:55]=[CH:54][C:53]=3[C:58]([F:61])([F:59])[F:60])[CH2:49][CH2:50]2)=[O:18])=[CH:16][CH:15]=1. The yield is 0.540.